Dataset: Reaction yield outcomes from USPTO patents with 853,638 reactions. Task: Predict the reaction yield, written as a fraction of the theoretical maximum amount of product (1.0 means a 100% yield; for example, 0.34 means a 34% yield). The reactants are [C:1](#[N:5])[CH2:2][C:3]#[N:4].[H-].[Na+].[C:8](Cl)(=[O:12])[CH:9]([CH3:11])[CH3:10]. The catalyst is C1COCC1. The product is [OH:12][C:8](=[C:2]([C:1]#[N:5])[C:3]#[N:4])[CH:9]([CH3:11])[CH3:10]. The yield is 0.930.